Dataset: Full USPTO retrosynthesis dataset with 1.9M reactions from patents (1976-2016). Task: Predict the reactants needed to synthesize the given product. (1) Given the product [Cl:10][C:11]1[CH:12]=[C:13]([CH2:18][CH2:19][NH2:20])[CH:14]=[CH:15][C:16]=1[Cl:17], predict the reactants needed to synthesize it. The reactants are: [BH4-].[Na+].FC(F)(F)C(O)=O.[Cl:10][C:11]1[CH:12]=[C:13]([CH2:18][C:19]#[N:20])[CH:14]=[CH:15][C:16]=1[Cl:17]. (2) The reactants are: [CH2:1]([NH:8][C:9]([C:11]1[S:15][C:14](Br)=[N:13][C:12]=1[CH3:17])=[O:10])[C:2]1[CH:7]=[CH:6][CH:5]=[CH:4][CH:3]=1.[NH2:18][C:19]1[CH:24]=[CH:23][NH:22][C:21](=[O:25])[CH:20]=1.C(=O)([O-])[O-].[K+].[K+].OC1C=CC=C2C=1N=CC=C2. Given the product [NH2:18][C:19]1[CH:24]=[CH:23][N:22]([C:14]2[S:15][C:11]([C:9]([NH:8][CH2:1][C:2]3[CH:7]=[CH:6][CH:5]=[CH:4][CH:3]=3)=[O:10])=[C:12]([CH3:17])[N:13]=2)[C:21](=[O:25])[CH:20]=1, predict the reactants needed to synthesize it. (3) Given the product [CH3:27][O:28][CH2:29][N:20]1[C:19](=[O:21])[O:18][N:17]=[C:16]1[C:12]1[CH:11]=[C:10]([C:9]([F:8])([F:22])[F:23])[CH:15]=[CH:14][N:13]=1, predict the reactants needed to synthesize it. The reactants are: CN(C)C=O.[H-].[Na+].[F:8][C:9]([F:23])([F:22])[C:10]1[CH:15]=[CH:14][N:13]=[C:12]([C:16]2[NH:17][O:18][C:19](=[O:21])[N:20]=2)[CH:11]=1.[Cl-].[NH4+].C[CH2:27][O:28][CH2:29]C. (4) Given the product [CH3:1][O:2][CH2:3][CH2:4][NH:5][C:6]([C:8]1[C:17]([O:18][CH2:19][C:20]2[CH:25]=[CH:24][CH:23]=[CH:22][CH:21]=2)=[C:16]2[C:11]([CH:12]=[C:13]([CH2:26][C:27]3[CH:32]=[CH:31][C:30]([F:33])=[CH:29][CH:28]=3)[CH:14]=[N:15]2)=[C:10]([CH:39]=[CH:38][CH2:37][O:36][CH3:35])[N:9]=1)=[O:7], predict the reactants needed to synthesize it. The reactants are: [CH3:1][O:2][CH2:3][CH2:4][NH:5][C:6]([C:8]1[C:17]([O:18][CH2:19][C:20]2[CH:25]=[CH:24][CH:23]=[CH:22][CH:21]=2)=[C:16]2[C:11]([CH:12]=[C:13]([CH2:26][C:27]3[CH:32]=[CH:31][C:30]([F:33])=[CH:29][CH:28]=3)[CH:14]=[N:15]2)=[C:10](I)[N:9]=1)=[O:7].[CH3:35][O:36][CH2:37]/[CH:38]=[CH:39]/B1OC(C)(C)C(C)(C)O1.C(=O)([O-])[O-].[K+].[K+].C(O)(=O)CC(CC(O)=O)(C(O)=O)O. (5) Given the product [Br:3][C:4]1[C:17]2[C:8](=[N:9][C:10]3[C:15]([C:16]=2[O:29][C:26]2[CH:25]=[CH:24][C:23]([NH:22][C:20](=[O:21])[CH3:19])=[CH:28][CH:27]=2)=[CH:14][CH:13]=[CH:12][CH:11]=3)[CH:7]=[CH:6][CH:5]=1, predict the reactants needed to synthesize it. The reactants are: [H-].[Na+].[Br:3][C:4]1[C:17]2[C:8](=[N:9][C:10]3[C:15]([C:16]=2Cl)=[CH:14][CH:13]=[CH:12][CH:11]=3)[CH:7]=[CH:6][CH:5]=1.[CH3:19][C:20]([NH:22][C:23]1[CH:28]=[CH:27][C:26]([OH:29])=[CH:25][CH:24]=1)=[O:21]. (6) The reactants are: [CH:1]1[C:13]2[CH2:12][C:11]3[C:6](=[CH:7][CH:8]=[CH:9][CH:10]=3)[C:5]=2[CH:4]=[C:3](C(O)=O)[CH:2]=1.[OH-:17].[Na+].NN.Cl.[CH2:22]([OH:25])[CH2:23]O. Given the product [CH:1]1[C:13]2[CH2:12][C:11]3[C:6](=[CH:7][CH:8]=[CH:9][CH:10]=3)[C:5]=2[CH:4]=[C:3]([CH2:23][C:22]([OH:25])=[O:17])[CH:2]=1, predict the reactants needed to synthesize it. (7) Given the product [CH3:13][C:12]([CH3:15])([CH3:14])[C:11]([NH:10][C:8]1[N:7]=[CH:6][C:5]2[CH:17]([C:18]([O:20][C:21]([CH3:24])([CH3:23])[CH3:22])=[O:19])[CH2:2][CH2:3][C:4]=2[CH:9]=1)=[O:16], predict the reactants needed to synthesize it. The reactants are: Br[CH2:2][CH2:3][C:4]1[CH:9]=[C:8]([NH:10][C:11](=[O:16])[C:12]([CH3:15])([CH3:14])[CH3:13])[N:7]=[CH:6][C:5]=1[CH2:17][C:18]([O:20][C:21]([CH3:24])([CH3:23])[CH3:22])=[O:19].C([N-]C(C)C)(C)C.[Li+].C(NC(C)C)(C)C.C([Li])CCC. (8) Given the product [ClH:21].[CH:23]1([NH:26][CH2:27][CH:28]2[CH2:33][CH2:32][CH2:31][CH2:30][CH:29]2[NH2:34])[CH2:24][CH2:25]1, predict the reactants needed to synthesize it. The reactants are: C([C@@H]1CCCC[C@@H]1NC(=O)OC(C)(C)C)=O.C1(N)CC1.[ClH:21].Cl.[CH:23]1([NH:26][CH2:27][CH:28]2[CH2:33][CH2:32][CH2:31][CH2:30][CH:29]2[NH2:34])[CH2:25][CH2:24]1. (9) Given the product [CH3:25][O:24][C:22]([N:13]1[CH2:14][CH2:15][CH:16]([C:18]([OH:20])=[O:19])[CH2:17][CH:12]1[C:4]1[CH:5]=[CH:6][C:7]([C:8]([F:11])([F:9])[F:10])=[C:2]([CH3:1])[CH:3]=1)=[O:23], predict the reactants needed to synthesize it. The reactants are: [CH3:1][C:2]1[CH:3]=[C:4]([CH:12]2[CH2:17][CH:16]([C:18]([O:20]C)=[O:19])[CH2:15][CH2:14][N:13]2[C:22]([O:24][CH3:25])=[O:23])[CH:5]=[CH:6][C:7]=1[C:8]([F:11])([F:10])[F:9].[Br-].[Li+].C(N(CC)CC)C.CC(OC)(C)C. (10) Given the product [Cl:1][C:2]1[CH:3]=[CH:4][C:5]2[O:15][C:9]3=[N:10][CH:11]=[CH:12][CH:13]=[C:8]3[C:6]=2[CH:7]=1, predict the reactants needed to synthesize it. The reactants are: [Cl:1][C:2]1[CH:3]=[CH:4][C:5]([O:15]C)=[C:6]([C:8]2[C:9](N)=[N:10][CH:11]=[CH:12][CH:13]=2)[CH:7]=1.N([O-])=O.[Na+].